Dataset: Full USPTO retrosynthesis dataset with 1.9M reactions from patents (1976-2016). Task: Predict the reactants needed to synthesize the given product. (1) Given the product [OH:1][CH2:2][C:3]1[CH:11]=[C:7]([C:8]([NH:25][CH2:23][CH2:22][CH2:21][CH2:20][CH2:19][CH2:24][CH2:30][CH2:31]/[CH:32]=[CH:33]\[CH2:34]/[CH:35]=[CH:36]\[CH2:37][CH2:38][CH2:39][CH2:15][CH3:16])=[O:10])[CH:6]=[C:5]([CH:4]=1)[C:12]([NH:48][CH2:30][CH2:31][CH2:32][CH2:33][CH2:34][CH2:35][CH2:36][CH2:37]/[CH:38]=[CH:39]\[CH2:40]/[CH:41]=[CH:42]\[CH2:43][CH2:44][CH2:45][CH2:46][CH3:47])=[O:14], predict the reactants needed to synthesize it. The reactants are: [OH:1][CH2:2][C:3]1[CH:4]=[C:5]([C:12]([OH:14])=O)[CH:6]=[C:7]([CH:11]=1)[C:8]([OH:10])=O.[CH2:15](Cl)[CH2:16]Cl.[CH:19]1[CH:20]=[CH:21][C:22]2N(O)N=[N:25][C:23]=2[CH:24]=1.Cl.[CH2:30]([NH2:48])[CH2:31][CH2:32][CH2:33][CH2:34][CH2:35][CH2:36][CH2:37]/[CH:38]=[CH:39]\[CH2:40]/[CH:41]=[CH:42]\[CH2:43][CH2:44][CH2:45][CH2:46][CH3:47]. (2) Given the product [N:10]1([CH2:16][CH2:17][CH2:18][O:19][C:20]2[CH:21]=[CH:22][C:23]([N:26]3[CH2:27][CH2:28][N:29]([C:32]([C:34]4[CH:35]=[CH:36][C:37]([C:38]([N:57]5[CH2:58][CH2:59][N:54]([C:60]([O:62][C:63]([CH3:66])([CH3:65])[CH3:64])=[O:61])[CH2:55][CH2:56]5)=[O:39])=[CH:41][CH:42]=4)=[O:33])[CH2:30][CH2:31]3)=[CH:24][CH:25]=2)[CH2:11][CH2:12][CH2:13][CH2:14][CH2:15]1, predict the reactants needed to synthesize it. The reactants are: C1(N=C=N)CCCCC1.[N:10]1([CH2:16][CH2:17][CH2:18][O:19][C:20]2[CH:25]=[CH:24][C:23]([N:26]3[CH2:31][CH2:30][N:29]([C:32]([C:34]4[CH:42]=[CH:41][C:37]([C:38](O)=[O:39])=[CH:36][CH:35]=4)=[O:33])[CH2:28][CH2:27]3)=[CH:22][CH:21]=2)[CH2:15][CH2:14][CH2:13][CH2:12][CH2:11]1.O.ON1C2C=CC=CC=2N=N1.[N:54]1([C:60]([O:62][C:63]([CH3:66])([CH3:65])[CH3:64])=[O:61])[CH2:59][CH2:58][NH:57][CH2:56][CH2:55]1. (3) Given the product [CH2:1]([O:8][C:9]1[CH:14]=[CH:13][C:12]([CH2:15][CH2:16][CH:17]([CH2:31][C:32]#[C:33][C:34]2[C:43]3[C:38](=[CH:39][CH:40]=[CH:41][CH:42]=3)[CH:37]=[CH:36][CH:35]=2)[C:18]([O:20][CH3:21])=[O:19])=[CH:11][CH:10]=1)[C:2]1[CH:3]=[CH:4][CH:5]=[CH:6][CH:7]=1, predict the reactants needed to synthesize it. The reactants are: [CH2:1]([O:8][C:9]1[CH:14]=[CH:13][C:12]([CH2:15][CH2:16][CH2:17][C:18]([O:20][CH3:21])=[O:19])=[CH:11][CH:10]=1)[C:2]1[CH:7]=[CH:6][CH:5]=[CH:4][CH:3]=1.[Li+].CC([N-]C(C)C)C.Br[CH2:31][C:32]#[C:33][C:34]1[C:43]2[C:38](=[CH:39][CH:40]=[CH:41][CH:42]=2)[CH:37]=[CH:36][CH:35]=1.Cl.